Dataset: Forward reaction prediction with 1.9M reactions from USPTO patents (1976-2016). Task: Predict the product of the given reaction. (1) Given the reactants [C:1]([C:3]1[CH:23]=[CH:22][CH:21]=[CH:20][C:4]=1[CH2:5][N:6]1[CH2:11][CH2:10][CH2:9][C@@H:8]([NH:12]C(=O)OC(C)(C)C)[CH2:7]1)#[N:2].C(O)(C(F)(F)F)=O, predict the reaction product. The product is: [NH2:12][C@@H:8]1[CH2:9][CH2:10][CH2:11][N:6]([CH2:5][C:4]2[CH:20]=[CH:21][CH:22]=[CH:23][C:3]=2[C:1]#[N:2])[CH2:7]1. (2) Given the reactants [P:1]([O-:29])([O-:28])([O:3][C:4]1[CH:9]=[CH:8][CH:7]=[C:6]([O:10][CH2:11][C:12]2[C:13]([C:18]3[N:22]([CH:23]([CH3:25])[CH3:24])[N:21]=[CH:20][CH:19]=3)=[N:14][CH:15]=[CH:16][CH:17]=2)[C:5]=1[CH:26]=[O:27])=[O:2], predict the reaction product. The product is: [P:1]([OH:28])([OH:29])([O:3][C:4]1[CH:9]=[CH:8][CH:7]=[C:6]([O:10][CH2:11][C:12]2[C:13]([C:18]3[N:22]([CH:23]([CH3:25])[CH3:24])[N:21]=[CH:20][CH:19]=3)=[N:14][CH:15]=[CH:16][CH:17]=2)[C:5]=1[CH:26]=[O:27])=[O:2]. (3) The product is: [Cl:1][C:2]1[CH:3]=[C:4]2[C:8](=[CH:9][CH:10]=1)[N:7]([C:11]1[N:15]([CH3:16])[N:14]=[C:13]([CH3:17])[C:12]=1[CH2:18][OH:19])[CH:6]=[CH:5]2. Given the reactants [Cl:1][C:2]1[CH:3]=[C:4]2[C:8](=[CH:9][CH:10]=1)[N:7]([C:11]1[N:15]([CH3:16])[N:14]=[C:13]([CH3:17])[C:12]=1[CH:18]=[O:19])[CH:6]=[CH:5]2.[BH4-].[Na+].O, predict the reaction product.